This data is from Forward reaction prediction with 1.9M reactions from USPTO patents (1976-2016). The task is: Predict the product of the given reaction. (1) Given the reactants [CH:1]([C:3]1[CH:4]=[C:5]([C:9]2[CH:10]=[N:11][N:12]3[C:17]([C:18]4[CH:19]=[C:20]([NH:24][C:25](=[O:30])[CH2:26][CH:27]([CH3:29])[CH3:28])[CH:21]=[CH:22][CH:23]=4)=[CH:16][CH:15]=[N:14][C:13]=23)[CH:6]=[CH:7][CH:8]=1)=O.[NH:31]1[CH2:36][CH2:35][O:34][CH2:33][CH2:32]1, predict the reaction product. The product is: [CH3:28][CH:27]([CH3:29])[CH2:26][C:25]([NH:24][C:20]1[CH:21]=[CH:22][CH:23]=[C:18]([C:17]2[N:12]3[N:11]=[CH:10][C:9]([C:5]4[CH:6]=[CH:7][CH:8]=[C:3]([CH2:1][N:31]5[CH2:36][CH2:35][O:34][CH2:33][CH2:32]5)[CH:4]=4)=[C:13]3[N:14]=[CH:15][CH:16]=2)[CH:19]=1)=[O:30]. (2) Given the reactants C(OC(=O)[NH:10][C:11]1[C:12]([C:24]([NH:26][C:27]2[CH:28]=[N:29][CH:30]=[CH:31][C:32]=2[N:33]2[CH2:38][CH2:37][CH2:36][C@H:35]([NH:39]C(OC(C)(C)C)=O)[CH2:34]2)=[O:25])=[N:13][C:14]2[C:19]([CH:20]=1)=[CH:18][CH:17]=[C:16]([CH:21](O)[CH3:22])[CH:15]=2)C1C=CC=CC=1.C(N(S(F)(F)[F:54])CC)C.C([O-])(O)=O.[Na+].Br.CC(O)=O, predict the reaction product. The product is: [NH2:10][C:11]1[C:12]([C:24]([NH:26][C:27]2[CH:28]=[N:29][CH:30]=[CH:31][C:32]=2[N:33]2[CH2:38][CH2:37][CH2:36][C@H:35]([NH2:39])[CH2:34]2)=[O:25])=[N:13][C:14]2[C:19]([CH:20]=1)=[CH:18][CH:17]=[C:16]([CH:21]([F:54])[CH3:22])[CH:15]=2. (3) Given the reactants Cl[C:2]1[S:3][C:4]([C:8]([O:10][CH2:11][CH3:12])=[O:9])=[C:5]([CH3:7])[N:6]=1.[C:13]1([OH:19])[CH:18]=[CH:17][CH:16]=[CH:15][CH:14]=1.C([O-])([O-])=O.[K+].[K+].O, predict the reaction product. The product is: [CH3:7][C:5]1[N:6]=[C:2]([O:19][C:13]2[CH:18]=[CH:17][CH:16]=[CH:15][CH:14]=2)[S:3][C:4]=1[C:8]([O:10][CH2:11][CH3:12])=[O:9]. (4) Given the reactants [CH3:1][N:2]([CH3:27])[CH2:3][CH2:4][NH:5][C:6]1[N:15]=[C:14]([NH:16][CH:17]2[CH2:22][CH2:21][NH:20][CH2:19][CH2:18]2)[C:13]2[C:8](=[CH:9][C:10]([O:25][CH3:26])=[C:11]([O:23][CH3:24])[CH:12]=2)[N:7]=1.[CH2:28]([N:30]([CH2:45][CH3:46])[CH2:31][CH2:32][O:33][C:34]1[CH:41]=[CH:40][CH:39]=[C:38]([N:42]([CH3:44])[CH3:43])[C:35]=1[CH:36]=O)[CH3:29], predict the reaction product. The product is: [CH2:45]([N:30]([CH2:28][CH3:29])[CH2:31][CH2:32][O:33][C:34]1[CH:41]=[CH:40][CH:39]=[C:38]([N:42]([CH3:43])[CH3:44])[C:35]=1[CH2:36][N:20]1[CH2:21][CH2:22][CH:17]([NH:16][C:14]2[C:13]3[C:8](=[CH:9][C:10]([O:25][CH3:26])=[C:11]([O:23][CH3:24])[CH:12]=3)[N:7]=[C:6]([NH:5][CH2:4][CH2:3][N:2]([CH3:1])[CH3:27])[N:15]=2)[CH2:18][CH2:19]1)[CH3:46]. (5) Given the reactants C([O:3][C:4](=[O:35])[C:5]([CH3:34])([CH3:33])[CH2:6][C:7]1[N:15]([CH2:16][C:17]2[CH:22]=[CH:21][C:20]([Cl:23])=[CH:19][CH:18]=2)[C:14]2[C:9](=[N:10][C:11]([O:24][CH3:25])=[CH:12][CH:13]=2)[C:8]=1[C:26](=[O:32])[CH2:27][C:28]([CH3:31])([CH3:30])[CH3:29])C.[Li+].[OH-].C(O)(=O)CC(CC(O)=O)(C(O)=O)O, predict the reaction product. The product is: [Cl:23][C:20]1[CH:21]=[CH:22][C:17]([CH2:16][N:15]2[C:14]3[C:9](=[N:10][C:11]([O:24][CH3:25])=[CH:12][CH:13]=3)[C:8]([C:26](=[O:32])[CH2:27][C:28]([CH3:31])([CH3:30])[CH3:29])=[C:7]2[CH2:6][C:5]([CH3:34])([CH3:33])[C:4]([OH:35])=[O:3])=[CH:18][CH:19]=1.